This data is from Reaction yield outcomes from USPTO patents with 853,638 reactions. The task is: Predict the reaction yield, written as a fraction of the theoretical maximum amount of product (1.0 means a 100% yield; for example, 0.34 means a 34% yield). (1) The reactants are N(C(OC(C)(C)C)=O)=NC(OC(C)(C)C)=O.[F:17][C:18]1[CH:37]=[CH:36][C:21]([C:22]([N:24]2[CH2:30]C[C:28]3[O:31][C:32]([CH2:34][OH:35])=[N:33][C:27]=3[CH2:26][CH2:25]2)=[O:23])=[CH:20][CH:19]=1.[C:38]([Si:42]([CH3:52])([CH3:51])[O:43][C:44]1[CH:49]=[CH:48][C:47](O)=[CH:46][CH:45]=1)([CH3:41])([CH3:40])[CH3:39].C1(P(C2C=CC=CC=2)C2C=CC=CC=2)C=CC=CC=1. The catalyst is C1COCC1.[OH-].[Na+]. The product is [Si:42]([O:43][C:44]1[CH:45]=[CH:46][C:47]([O:35][CH2:34][C:32]2[O:31][C:28]3[CH2:30][N:24]([C:22]([C:21]4[CH:20]=[CH:19][C:18]([F:17])=[CH:37][CH:36]=4)=[O:23])[CH2:25][CH2:26][C:27]=3[N:33]=2)=[CH:48][CH:49]=1)([C:38]([CH3:41])([CH3:40])[CH3:39])([CH3:52])[CH3:51]. The yield is 0.990. (2) The reactants are [CH3:1][C:2]([CH3:39])([CH3:38])[CH2:3][CH2:4][C@:5]1([CH3:37])[C:14]2[C:9](=[CH:10][CH:11]=[CH:12][CH:13]=2)[C:8]([OH:15])=[C:7]([C:16]2[NH:21][C:20]3[CH:22]=[CH:23][C:24]([NH:26]C(=O)OC(C)(C)C)=[CH:25][C:19]=3[S:18](=[O:35])(=[O:34])[N:17]=2)[C:6]1=[O:36].[ClH:40]. The catalyst is O1CCOCC1. The product is [ClH:40].[NH2:26][C:24]1[CH:23]=[CH:22][C:20]2[NH:21][C:16]([C:7]3[C:6](=[O:36])[C@@:5]([CH2:4][CH2:3][C:2]([CH3:1])([CH3:38])[CH3:39])([CH3:37])[C:14]4[C:9]([C:8]=3[OH:15])=[CH:10][CH:11]=[CH:12][CH:13]=4)=[N:17][S:18](=[O:35])(=[O:34])[C:19]=2[CH:25]=1. The yield is 0.930. (3) The reactants are CC[OH:3].[Br:4][C:5]1[CH:6]=[C:7]([N+:13]([O-])=O)[C:8]([C:11]#[N:12])=[N:9][CH:10]=1.C(OCC)(=O)C. The catalyst is [Ni].CCCCCC. The product is [NH2:13][C:7]1[C:8]([C:11]([NH2:12])=[O:3])=[N:9][CH:10]=[C:5]([Br:4])[CH:6]=1. The yield is 0.230. (4) The reactants are [C:1]1([C:18]2[CH:23]=[CH:22][CH:21]=[CH:20][CH:19]=2)[C:2]([C:7]([NH:9][C:10]2[S:11][CH:12]=[C:13]([C:15](O)=[O:16])[N:14]=2)=[O:8])=[CH:3][CH:4]=[CH:5][CH:6]=1.[CH3:24][C:25]1[CH:29]=[C:28]([C:30]2[CH:35]=[CH:34][CH:33]=[CH:32][CH:31]=2)[N:27]([C:36]2[CH:43]=[CH:42][C:39]([CH2:40][NH2:41])=[CH:38][CH:37]=2)[N:26]=1.CN(C(ON1N=NC2C=CC=CC1=2)=[N+](C)C)C.[B-](F)(F)(F)F.C(N(C(C)C)C(C)C)C. The catalyst is CN(C)C=O.ClCCl.C(O)C. The product is [CH3:24][C:25]1[CH:29]=[C:28]([C:30]2[CH:31]=[CH:32][CH:33]=[CH:34][CH:35]=2)[N:27]([C:36]2[CH:37]=[CH:38][C:39]([CH2:40][NH:41][C:15]([C:13]3[N:14]=[C:10]([NH:9][C:7]([C:2]4[C:1]([C:18]5[CH:19]=[CH:20][CH:21]=[CH:22][CH:23]=5)=[CH:6][CH:5]=[CH:4][CH:3]=4)=[O:8])[S:11][CH:12]=3)=[O:16])=[CH:42][CH:43]=2)[N:26]=1. The yield is 0.230. (5) The reactants are Cl[C:2]1[N:3]=[N:4][C:5]([C:8]([F:11])([F:10])[F:9])=[CH:6][CH:7]=1.[CH3:12][O:13][C:14]1[CH:19]=[C:18](B2OC(C)(C)C(C)(C)O2)[CH:17]=[CH:16][N:15]=1.C([O-])([O-])=O.[K+].[K+]. The catalyst is CS(C)=O.C1C=CC(P(C2C=CC=CC=2)[C-]2C=CC=C2)=CC=1.C1C=CC(P(C2C=CC=CC=2)[C-]2C=CC=C2)=CC=1.Cl[Pd]Cl.[Fe+2]. The product is [CH3:12][O:13][C:14]1[CH:19]=[C:18]([C:2]2[N:3]=[N:4][C:5]([C:8]([F:11])([F:10])[F:9])=[CH:6][CH:7]=2)[CH:17]=[CH:16][N:15]=1. The yield is 0.600. (6) The reactants are [OH:1][CH:2]1[CH2:7][CH2:6][N:5]([C:8]([O:10][C:11]([CH3:14])([CH3:13])[CH3:12])=[O:9])[CH2:4][CH2:3]1.[Cl:15][C:16]1[N:21]=[C:20](Cl)[CH:19]=[CH:18][N:17]=1.C(=O)([O-])[O-].[Cs+].[Cs+]. The catalyst is CN(C)C=O.C(OCC)(=O)C. The product is [Cl:15][C:16]1[N:21]=[C:20]([O:1][CH:2]2[CH2:3][CH2:4][N:5]([C:8]([O:10][C:11]([CH3:14])([CH3:13])[CH3:12])=[O:9])[CH2:6][CH2:7]2)[CH:19]=[CH:18][N:17]=1. The yield is 0.810. (7) The reactants are [Cl:1][C:2]1[S:6][C:5]([S:7](Cl)(=[O:9])=[O:8])=[CH:4][CH:3]=1.[CH2:11]([CH:13]([CH2:18][CH2:19][OH:20])[CH:14](C)[CH2:15][OH:16])[CH3:12].C([N:23](CC)CC)C.CCOC(C)=O.CCCCCC. The catalyst is C(Cl)Cl. The product is [Cl:1][C:2]1[S:6][C:5]([S:7]([NH:23][CH:14]([CH2:15][OH:16])[CH:13]([CH2:11][CH3:12])[CH2:18][CH2:19][OH:20])(=[O:9])=[O:8])=[CH:4][CH:3]=1. The yield is 0.0730. (8) The reactants are [CH2:1]([C:5]1[N:6]=[C:7]([SH:27])[NH:8][C:9](=[O:26])[C:10]=1[CH2:11][C:12]1[CH:17]=[CH:16][C:15]([C:18]2[C:19]([C:24]#[N:25])=[CH:20][CH:21]=[CH:22][CH:23]=2)=[CH:14][CH:13]=1)[CH2:2][CH2:3][CH3:4].I[CH3:29].[OH-].[K+]. The catalyst is CO. The product is [CH2:1]([C:5]1[N:6]=[C:7]([S:27][CH3:29])[NH:8][C:9](=[O:26])[C:10]=1[CH2:11][C:12]1[CH:17]=[CH:16][C:15]([C:18]2[C:19]([C:24]#[N:25])=[CH:20][CH:21]=[CH:22][CH:23]=2)=[CH:14][CH:13]=1)[CH2:2][CH2:3][CH3:4]. The yield is 0.830.